This data is from Forward reaction prediction with 1.9M reactions from USPTO patents (1976-2016). The task is: Predict the product of the given reaction. (1) Given the reactants [Cl:1][C:2]1[CH:3]=[N:4][CH:5]=[C:6]([Cl:20])[C:7]=1[S:8][C:9]1[S:13][C:12]([C:14]([OH:16])=O)=[CH:11][C:10]=1[N+:17]([O-:19])=[O:18].[CH2:21]([NH2:28])[C:22]1[CH:27]=[CH:26][CH:25]=[CH:24][CH:23]=1, predict the reaction product. The product is: [CH2:21]([NH:28][C:14]([C:12]1[S:13][C:9]([S:8][C:7]2[C:6]([Cl:20])=[CH:5][N:4]=[CH:3][C:2]=2[Cl:1])=[C:10]([N+:17]([O-:19])=[O:18])[CH:11]=1)=[O:16])[C:22]1[CH:27]=[CH:26][CH:25]=[CH:24][CH:23]=1. (2) Given the reactants [C:1]1([C:7]2[C:20]3[C:15](=[CH:16][CH:17]=[CH:18][CH:19]=3)[C:14]([C:21]3[CH:22]=[C:23]4[C:27](=[CH:28][CH:29]=3)[NH:26][C:25]3[N:30]=[CH:31][CH:32]=[CH:33][C:24]4=3)=[C:13]3[C:8]=2[CH:9]=[CH:10][CH:11]=[CH:12]3)[CH:6]=[CH:5][CH:4]=[CH:3][CH:2]=1.[I:34][C:35]1[CH:40]=[CH:39][C:38](I)=[CH:37][CH:36]=1.[O-]P([O-])([O-])=O.[K+].[K+].[K+], predict the reaction product. The product is: [I:34][C:35]1[CH:40]=[CH:39][C:38]([N:26]2[C:27]3[C:23](=[CH:22][C:21]([C:14]4[C:13]5[C:8]([C:7]([C:1]6[CH:2]=[CH:3][CH:4]=[CH:5][CH:6]=6)=[C:20]6[C:15]=4[CH:16]=[CH:17][CH:18]=[CH:19]6)=[CH:9][CH:10]=[CH:11][CH:12]=5)=[CH:29][CH:28]=3)[C:24]3[CH:33]=[CH:32][CH:31]=[N:30][C:25]2=3)=[CH:37][CH:36]=1. (3) Given the reactants [CH2:1]([N:8]([CH2:19][C:20]1[CH:25]=[CH:24][CH:23]=[CH:22][CH:21]=1)[C@@H:9]([C:15](=[O:18])[CH2:16][CH3:17])[C:10]([O:12][CH2:13][CH3:14])=[O:11])[C:2]1[CH:7]=[CH:6][CH:5]=[CH:4][CH:3]=1.[NH4+].[Cl-].[BH4-].[Na+], predict the reaction product. The product is: [CH2:19]([N:8]([CH2:1][C:2]1[CH:3]=[CH:4][CH:5]=[CH:6][CH:7]=1)[C@@H:9]([C@H:15]([OH:18])[CH2:16][CH3:17])[C:10]([O:12][CH2:13][CH3:14])=[O:11])[C:20]1[CH:21]=[CH:22][CH:23]=[CH:24][CH:25]=1. (4) Given the reactants [NH2:1][C:2]1[C:10]([O:11][CH3:12])=[CH:9][C:8]([Br:13])=[CH:7][C:3]=1[C:4](O)=[O:5].CCO.O, predict the reaction product. The product is: [NH2:1][C:2]1[C:10]([O:11][CH3:12])=[CH:9][C:8]([Br:13])=[CH:7][C:3]=1[CH2:4][OH:5]. (5) The product is: [CH3:13][CH:10]([C:5]1[C:4]([N+:1]([O-:3])=[O:2])=[CH:9][CH:8]=[CH:7][CH:6]=1)[CH2:11][O:12][C:14]([Cl:16])=[O:15]. Given the reactants [N+:1]([C:4]1[CH:9]=[CH:8][CH:7]=[CH:6][C:5]=1[CH:10]([CH3:13])[CH2:11][OH:12])([O-:3])=[O:2].[C:14](Cl)([Cl:16])=[O:15], predict the reaction product. (6) Given the reactants [CH3:1][C@@H:2]([O:6][C:7]1[N:15]=[C:14]2[C:10]([N:11]=[C:12]([O:22][CH3:23])[N:13]2[CH:16]2[CH2:21][CH2:20][CH2:19][CH2:18][O:17]2)=[C:9]([NH2:24])[N:8]=1)[CH2:3][CH2:4][CH3:5].BrC1N(C2CCCCO2)C2C(N=1)=C(N)N=C(O[C@@H](C)CCC)N=2, predict the reaction product. The product is: [CH3:1][C@H:2]([O:6][C:7]1[N:15]=[C:14]2[C:10]([N:11]=[C:12]([O:22][CH3:23])[N:13]2[CH:16]2[CH2:21][CH2:20][CH2:19][CH2:18][O:17]2)=[C:9]([NH2:24])[N:8]=1)[CH2:3][CH2:4][CH3:5]. (7) Given the reactants [CH3:1][O:2][C:3]1[C:12]2[CH2:11][C@@H:10]([NH:13][C:14](=[O:19])[C:15]([F:18])([F:17])[F:16])[CH2:9][CH2:8][C:7]=2[C:6]([S:20](Cl)(=[O:22])=[O:21])=[CH:5][CH:4]=1.[N:24]1[CH:29]=[CH:28][CH:27]=[CH:26][C:25]=1[NH2:30].N1C=CC=CC=1, predict the reaction product. The product is: [F:16][C:15]([F:18])([F:17])[C:14]([NH:13][C@H:10]1[CH2:9][CH2:8][C:7]2[C:12](=[C:3]([O:2][CH3:1])[CH:4]=[CH:5][C:6]=2[S:20]([NH:30][C:25]2[CH:26]=[CH:27][CH:28]=[CH:29][N:24]=2)(=[O:22])=[O:21])[CH2:11]1)=[O:19].